This data is from Reaction yield outcomes from USPTO patents with 853,638 reactions. The task is: Predict the reaction yield, written as a fraction of the theoretical maximum amount of product (1.0 means a 100% yield; for example, 0.34 means a 34% yield). (1) The reactants are [S:1]1[C:6]2[CH:7]=[CH:8][CH:9]=[CH:10][C:5]=2[N:4]([CH2:11][CH2:12][O:13][C:14]2[CH:19]=[CH:18][C:17]([CH2:20][CH:21]([O:25][CH2:26][CH3:27])[C:22]([OH:24])=[O:23])=[CH:16][CH:15]=2)[CH2:3][CH2:2]1.[N+:28]([C:31]1[CH:36]=[CH:35][C:34](O)=[CH:33][CH:32]=1)([O-:30])=[O:29]. No catalyst specified. The product is [S:1]1[C:6]2[CH:7]=[CH:8][CH:9]=[CH:10][C:5]=2[N:4]([CH2:11][CH2:12][O:13][C:14]2[CH:15]=[CH:16][C:17]([CH2:20][CH:21]([O:25][CH2:26][CH3:27])[C:22]([O:24][C:34]3[CH:35]=[CH:36][C:31]([N+:28]([O-:30])=[O:29])=[CH:32][CH:33]=3)=[O:23])=[CH:18][CH:19]=2)[CH2:3][CH2:2]1. The yield is 0.380. (2) The reactants are [NH:1]1[C:5]([CH:6]=[O:7])=[CH:4][N:3]=[CH:2]1.I[C:9]1[CH:14]=[CH:13][CH:12]=[CH:11][CH:10]=1.C1(N)CCCCC1N.C(=O)([O-])[O-].[Cs+].[Cs+]. The catalyst is CN(C=O)C.[Cu]I. The product is [C:9]1([N:3]2[CH:4]=[C:5]([CH:6]=[O:7])[N:1]=[CH:2]2)[CH:14]=[CH:13][CH:12]=[CH:11][CH:10]=1. The yield is 0.195. (3) The reactants are [CH3:1][O:2][C:3]([C:5]1[S:6][CH:7]=[C:8]([Br:11])[C:9]=1[OH:10])=[O:4].[C:12](=O)([O-])[O-].[K+].[K+].IC. The catalyst is CC(C)=O. The product is [CH3:1][O:2][C:3]([C:5]1[S:6][CH:7]=[C:8]([Br:11])[C:9]=1[O:10][CH3:12])=[O:4]. The yield is 1.00. (4) The yield is 0.0128. The catalyst is C([O-])(=O)C.[Pd+2].C([O-])(=O)C.O.C(O)C. The reactants are Br[C:2]1[CH:7]=[CH:6][C:5]([N:8]2[C:16]3[C:15]([OH:17])=[C:14]([C:18]([O:20][CH2:21][CH3:22])=[O:19])[C:13](=[O:23])[NH:12][C:11]=3[CH:10]=[CH:9]2)=[CH:4][CH:3]=1.[OH:24][C:25]1[CH:30]=[CH:29][CH:28]=[CH:27][C:26]=1B(O)O.P([O-])([O-])([O-])=O.[K+].[K+].[K+].C1(C)C=CC=CC=1P(C1C=CC=CC=1C)C1C=CC=CC=1C. The product is [OH:17][C:15]1[C:16]2[N:8]([C:5]3[CH:6]=[CH:7][C:2]([C:26]4[CH:27]=[CH:28][CH:29]=[CH:30][C:25]=4[OH:24])=[CH:3][CH:4]=3)[CH:9]=[CH:10][C:11]=2[NH:12][C:13](=[O:23])[C:14]=1[C:18]([O:20][CH2:21][CH3:22])=[O:19]. (5) The reactants are C[O:2][CH2:3][CH2:4][O:5][C:6]1[CH:11]=[CH:10][N:9]2[C:12]([CH2:15][C:16]3[CH:32]=[CH:31][C:19]4[N:20]=[C:21]([NH:23][C@@H:24]5[CH2:29][CH2:28][CH2:27][CH2:26][C@H:25]5[OH:30])[S:22][C:18]=4[CH:17]=3)=[CH:13][N:14]=[C:8]2[CH:7]=1.B(Br)(Br)Br. The catalyst is C(Cl)Cl. The product is [OH:2][CH2:3][CH2:4][O:5][C:6]1[CH:11]=[CH:10][N:9]2[C:12]([CH2:15][C:16]3[CH:32]=[CH:31][C:19]4[N:20]=[C:21]([NH:23][C@@H:24]5[CH2:29][CH2:28][CH2:27][CH2:26][C@H:25]5[OH:30])[S:22][C:18]=4[CH:17]=3)=[CH:13][N:14]=[C:8]2[CH:7]=1. The yield is 0.370. (6) The reactants are [CH2:1]([N:3]([CH2:14][CH3:15])[C:4](=[O:13])[C:5]1[CH:10]=[CH:9][C:8]([I:11])=[C:7]([OH:12])[CH:6]=1)[CH3:2].C(=O)([O-])[O-].[K+].[K+].Br[CH2:23][CH:24]1[CH2:26][CH2:25]1. The catalyst is CN(C=O)C.C(#N)C.O. The product is [CH:24]1([CH2:23][O:12][C:7]2[CH:6]=[C:5]([CH:10]=[CH:9][C:8]=2[I:11])[C:4]([N:3]([CH2:1][CH3:2])[CH2:14][CH3:15])=[O:13])[CH2:26][CH2:25]1. The yield is 0.630. (7) The reactants are CS(O[CH2:6][CH2:7][CH2:8][C:9]1[C:17]2[C:12](=[CH:13][CH:14]=[CH:15][CH:16]=2)[N:11]([CH2:18][CH2:19][O:20][Si:21]([C:24]([CH3:27])([CH3:26])[CH3:25])([CH3:23])[CH3:22])[CH:10]=1)(=O)=O.[I-:28].[Na+]. No catalyst specified. The product is [Si:21]([O:20][CH2:19][CH2:18][N:11]1[C:12]2[C:17](=[CH:16][CH:15]=[CH:14][CH:13]=2)[C:9]([CH2:8][CH2:7][CH2:6][I:28])=[CH:10]1)([C:24]([CH3:27])([CH3:26])[CH3:25])([CH3:23])[CH3:22]. The yield is 0.710. (8) The reactants are CN(C(ON1N=NC2C=CC=NC1=2)=[N+](C)C)C.F[P-](F)(F)(F)(F)F.Cl.Cl.Cl.[Cl:28][C:29]1[N:34]=[CH:33][C:32]([C:35]2[NH:39][C:38]([C@@H:40]3[CH2:44][CH2:43][CH2:42][NH:41]3)=[N:37][CH:36]=2)=[CH:31][N:30]=1.[N:45]1[CH:50]=[CH:49][CH:48]=[C:47]([CH2:51][C:52](O)=[O:53])[CH:46]=1.CCN(C(C)C)C(C)C. The catalyst is CN(C=O)C. The product is [Cl:28][C:29]1[N:34]=[CH:33][C:32]([C:35]2[NH:39][C:38]([C@@H:40]3[CH2:44][CH2:43][CH2:42][N:41]3[C:52](=[O:53])[CH2:51][C:47]3[CH:46]=[N:45][CH:50]=[CH:49][CH:48]=3)=[N:37][CH:36]=2)=[CH:31][N:30]=1. The yield is 0.250. (9) The yield is 0.540. The catalyst is O.C(O)(=O)C. The product is [Br-:13].[C:14]([CH:10]([C:4]1[O:3][CH:7]=[CH:6][CH:5]=1)[NH3+:11])#[N:2]. The reactants are [Cl-].[NH4+:2].[O:3]1[CH:7]=[CH:6][CH:5]=[C:4]1C=O.[C-:10]#[N:11].[Na+].[BrH:13].[CH3:14]C(OC)(C)C. (10) The reactants are [Cl:1][C:2]1[CH:7]=[C:6]([Cl:8])[CH:5]=[CH:4][C:3]=1[C:9]1[N:14]2[CH:15]=[C:16]([CH:18]=[O:19])[N:17]=[C:13]2[N:12]=[C:11]([CH3:20])[C:10]=1[C:21]([O:23][C:24]([CH3:27])([CH3:26])[CH3:25])=[O:22].S([CH2:38][N+:39]#[C-:40])(C1C=CC(C)=CC=1)(=O)=O.C([O-])([O-])=O.[K+].[K+]. The catalyst is CO. The product is [Cl:1][C:2]1[CH:7]=[C:6]([Cl:8])[CH:5]=[CH:4][C:3]=1[C:9]1[N:14]2[CH:15]=[C:16]([C:18]3[O:19][CH:40]=[N:39][CH:38]=3)[N:17]=[C:13]2[N:12]=[C:11]([CH3:20])[C:10]=1[C:21]([O:23][C:24]([CH3:27])([CH3:26])[CH3:25])=[O:22]. The yield is 0.660.